This data is from Catalyst prediction with 721,799 reactions and 888 catalyst types from USPTO. The task is: Predict which catalyst facilitates the given reaction. Reactant: [CH2:1]=[C:2]1[C:14](=[O:15])[C:13]2[C:12]3[C:7](=[CH:8][CH:9]=[CH:10][CH:11]=3)[N:6]([CH2:16][C:17]3[CH:26]=[CH:25][C:20]([C:21]([O:23][CH3:24])=[O:22])=[CH:19][CH:18]=3)[C:5]=2[CH2:4][CH2:3]1.[CH:27]([N:30]1[CH2:35][CH2:34][NH:33][CH2:32][CH2:31]1)([CH3:29])[CH3:28]. Product: [CH:27]([N:30]1[CH2:35][CH2:34][N:33]([CH2:1][CH:2]2[C:14](=[O:15])[C:13]3[C:12]4[C:7](=[CH:8][CH:9]=[CH:10][CH:11]=4)[N:6]([CH2:16][C:17]4[CH:18]=[CH:19][C:20]([C:21]([O:23][CH3:24])=[O:22])=[CH:25][CH:26]=4)[C:5]=3[CH2:4][CH2:3]2)[CH2:32][CH2:31]1)([CH3:29])[CH3:28]. The catalyst class is: 11.